Task: Predict which catalyst facilitates the given reaction.. Dataset: Catalyst prediction with 721,799 reactions and 888 catalyst types from USPTO (1) Reactant: [NH2:1][C:2]1[CH:7]=[CH:6][C:5]([B:8]2[O:12][C:11]([CH3:14])([CH3:13])[C:10]([CH3:16])([CH3:15])[O:9]2)=[CH:4][N:3]=1.C(N(CC)CC)C.[C:24](OC(=O)C)(=[O:26])[CH3:25]. Product: [CH3:15][C:10]1([CH3:16])[C:11]([CH3:14])([CH3:13])[O:12][B:8]([C:5]2[CH:6]=[CH:7][C:2]([NH:1][C:24](=[O:26])[CH3:25])=[N:3][CH:4]=2)[O:9]1. The catalyst class is: 2. (2) Reactant: [CH3:1][O:2][C:3]1[CH:10]=[C:9]([N:11]2[CH:20]=[C:19]([C:21]3[CH:26]=[CH:25][C:24]([C:27]([F:30])([F:29])[F:28])=[CH:23][CH:22]=3)[C:18]3[C:13](=[CH:14][CH:15]=[C:16]([O:31][CH3:32])[CH:17]=3)[C:12]2=[O:33])[CH:8]=[CH:7][C:4]=1[CH:5]=[O:6].[BH4-].[Na+]. Product: [OH:6][CH2:5][C:4]1[CH:7]=[CH:8][C:9]([N:11]2[CH:20]=[C:19]([C:21]3[CH:22]=[CH:23][C:24]([C:27]([F:30])([F:29])[F:28])=[CH:25][CH:26]=3)[C:18]3[C:13](=[CH:14][CH:15]=[C:16]([O:31][CH3:32])[CH:17]=3)[C:12]2=[O:33])=[CH:10][C:3]=1[O:2][CH3:1]. The catalyst class is: 8. (3) Reactant: [OH:1][C:2]1[CH:14]=[CH:13][C:5]2[C:6]([C:9]([O:11][CH3:12])=[O:10])=[CH:7][S:8][C:4]=2[CH:3]=1.N1C=CC=CC=1.[F:21][C:22]([F:35])([F:34])[S:23](O[S:23]([C:22]([F:35])([F:34])[F:21])(=[O:25])=[O:24])(=[O:25])=[O:24]. Product: [F:21][C:22]([F:35])([F:34])[S:23]([O:1][C:2]1[CH:14]=[CH:13][C:5]2[C:6]([C:9]([O:11][CH3:12])=[O:10])=[CH:7][S:8][C:4]=2[CH:3]=1)(=[O:25])=[O:24]. The catalyst class is: 4. (4) Reactant: [CH3:1][NH:2][C:3]1[CH:8]=[CH:7][C:6]([C:9]2[CH:14]=[CH:13][N:12]=[C:11]3[N:15](S(C4C=CC=CC=4)(=O)=O)[C:16]([CH3:18])=[CH:17][C:10]=23)=[CH:5][CH:4]=1.[OH-].[Na+]. Product: [CH3:1][NH:2][C:3]1[CH:4]=[CH:5][C:6]([C:9]2[CH:14]=[CH:13][N:12]=[C:11]3[NH:15][C:16]([CH3:18])=[CH:17][C:10]=23)=[CH:7][CH:8]=1. The catalyst class is: 12. (5) Reactant: O=[C:2]1[CH:8]([NH:9][S:10]([C:13]2[CH:18]=[CH:17][C:16]([CH3:19])=[CH:15][CH:14]=2)(=[O:12])=[O:11])[CH2:7][CH2:6][CH2:5][CH2:4][NH:3]1.[H-].[Al+3].[Li+].[H-].[H-].[H-]. Product: [NH:3]1[CH2:4][CH2:5][CH2:6][CH2:7][CH:8]([NH:9][S:10]([C:13]2[CH:14]=[CH:15][C:16]([CH3:19])=[CH:17][CH:18]=2)(=[O:11])=[O:12])[CH2:2]1. The catalyst class is: 1. (6) Reactant: [Na].[C:2]([OH:7])(=[O:6])[C:3]([CH3:5])=[CH2:4].[CH2:8]1[O:10][CH2:9]1.[CH2:11]=[CH:12][C:13]1[CH:18]=[CH:17][CH:16]=[CH:15][CH:14]=1.[C:19]([OH:24])(=[O:23])[C:20]([CH3:22])=[CH2:21].S(OOS([O-])(=O)=O)([O-])(=O)=O.[NH4+].[NH4+]. Product: [CH:11]([CH2:4][C:3](=[CH2:5])[C:2]([OH:7])=[O:6])=[CH:12][C:13]1[CH:18]=[CH:17][CH:16]=[CH:15][CH:14]=1.[C:19]([OH:24])(=[O:23])[C:20]([CH3:22])=[CH2:21].[CH2:9]1[O:10][CH2:8]1. The catalyst class is: 6.